From a dataset of Catalyst prediction with 721,799 reactions and 888 catalyst types from USPTO. Predict which catalyst facilitates the given reaction. (1) Reactant: FC(F)(F)C(O)=O.[Cl:8][CH:9]([Cl:48])[C:10]([N:12]([CH2:32][CH2:33][C:34](=[O:47])[CH:35]([NH:39]C(=O)OC(C)(C)C)[CH:36]([CH3:38])[CH3:37])[C:13]1[CH:18]=[CH:17][N:16]=[C:15]([C:19]2[O:23][N:22]=[C:21]([C:24]3[C:29]([Cl:30])=[CH:28][CH:27]=[CH:26][C:25]=3[Cl:31])[CH:20]=2)[CH:14]=1)=[O:11]. Product: [NH2:39][CH:35]([CH:36]([CH3:38])[CH3:37])[C:34](=[O:47])[CH2:33][CH2:32][N:12]([C:13]1[CH:18]=[CH:17][N:16]=[C:15]([C:19]2[O:23][N:22]=[C:21]([C:24]3[C:25]([Cl:31])=[CH:26][CH:27]=[CH:28][C:29]=3[Cl:30])[CH:20]=2)[CH:14]=1)[C:10](=[O:11])[CH:9]([Cl:48])[Cl:8]. The catalyst class is: 2. (2) Reactant: Cl.[I:2][C:3]1[CH:8]=[CH:7][CH:6]=[CH:5][C:4]=1[NH:9]N.[NH:11]1[CH2:16][CH2:15][C:14](=O)[CH2:13][CH2:12]1.Cl. Product: [I:2][C:3]1[C:4]2[NH:9][C:14]3[CH2:15][CH2:16][NH:11][CH2:12][C:13]=3[C:5]=2[CH:6]=[CH:7][CH:8]=1. The catalyst class is: 836.